Dataset: Reaction yield outcomes from USPTO patents with 853,638 reactions. Task: Predict the reaction yield, written as a fraction of the theoretical maximum amount of product (1.0 means a 100% yield; for example, 0.34 means a 34% yield). (1) The reactants are [Cl:1][C:2]1[CH:15]=[CH:14][C:5]([O:6][C:7]2[CH:8]=[CH:9][C:10](I)=[N:11][CH:12]=2)=[CH:4][C:3]=1[C:16]([F:19])([F:18])[F:17].[C:20]([O:28][CH2:29][CH3:30])(=[O:27])[CH2:21][C:22]([O:24][CH2:25][CH3:26])=[O:23].N1C=CC=CC=1C(O)=O.C([O-])([O-])=O.[Cs+].[Cs+]. The catalyst is O1CCOCC1.[Cu]I. The product is [Cl:1][C:2]1[CH:15]=[CH:14][C:5]([O:6][C:7]2[CH:8]=[CH:9][C:10]([CH:21]([C:22]([O:24][CH2:25][CH3:26])=[O:23])[C:20]([O:28][CH2:29][CH3:30])=[O:27])=[N:11][CH:12]=2)=[CH:4][C:3]=1[C:16]([F:19])([F:18])[F:17]. The yield is 0.770. (2) The reactants are C([Li])CCC.C1(C)C=CC(S([CH:15]([N+:23]#[C-:24])[C:16]2[CH:21]=[CH:20][C:19]([F:22])=[CH:18][CH:17]=2)(=O)=O)=CC=1.[Br-].[Li+].[N:28]1[CH:33]=[CH:32][C:31]([CH:34]=[CH:35][C:36]([O:38][CH2:39][CH3:40])=[O:37])=[CH:30][CH:29]=1. The catalyst is CCCCCC.O1CCCC1. The product is [CH2:39]([O:38][C:36]([C:35]1[C:34]([C:31]2[CH:32]=[CH:33][N:28]=[CH:29][CH:30]=2)=[C:15]([C:16]2[CH:17]=[CH:18][C:19]([F:22])=[CH:20][CH:21]=2)[NH:23][CH:24]=1)=[O:37])[CH3:40]. The yield is 0.890. (3) The reactants are [F:1][C:2]1[CH:7]=[C:6]([S:8][CH3:9])[CH:5]=[CH:4][C:3]=1B(O)O.Br[C:14]1[N:15]=[CH:16][C:17]([NH2:20])=[N:18][CH:19]=1.C([O-])([O-])=O.[Na+].[Na+].O1CCOCC1. The catalyst is C1C=CC([P]([Pd]([P](C2C=CC=CC=2)(C2C=CC=CC=2)C2C=CC=CC=2)([P](C2C=CC=CC=2)(C2C=CC=CC=2)C2C=CC=CC=2)[P](C2C=CC=CC=2)(C2C=CC=CC=2)C2C=CC=CC=2)(C2C=CC=CC=2)C2C=CC=CC=2)=CC=1.O.CO. The product is [F:1][C:2]1[CH:7]=[C:6]([S:8][CH3:9])[CH:5]=[CH:4][C:3]=1[C:14]1[N:15]=[CH:16][C:17]([NH2:20])=[N:18][CH:19]=1. The yield is 0.540. (4) The reactants are Cl[C:2](Cl)([O:4]C(=O)OC(Cl)(Cl)Cl)Cl.[NH2:13][C:14]1[CH:15]=[C:16]([C@H:20]([N:27]([CH3:39])[C:28](=[O:38])[CH2:29][C:30]2[CH:35]=[CH:34][C:33]([Cl:36])=[C:32]([Cl:37])[CH:31]=2)[CH2:21][N:22]2[CH2:26][CH2:25][CH2:24][CH2:23]2)[CH:17]=[CH:18][CH:19]=1.C(N(CC)CC)C.ClC(Cl)C.[CH3:51][O:52][CH2:53][CH2:54][O:55][CH2:56][CH2:57][O:58][CH2:59][CH2:60][O:61][CH2:62][CH2:63][O:64][CH2:65][CH2:66][NH2:67]. The catalyst is C(#N)C.ClCCl.O. The product is [Cl:37][C:32]1[CH:31]=[C:30]([CH2:29][C:28]([N:27]([CH3:39])[C@@H:20]([C:16]2[CH:17]=[CH:18][CH:19]=[C:14]([NH:13][C:2](=[O:4])[NH:67][CH2:66][CH2:65][O:64][CH2:63][CH2:62][O:61][CH2:60][CH2:59][O:58][CH2:57][CH2:56][O:55][CH2:54][CH2:53][O:52][CH3:51])[CH:15]=2)[CH2:21][N:22]2[CH2:23][CH2:24][CH2:25][CH2:26]2)=[O:38])[CH:35]=[CH:34][C:33]=1[Cl:36]. The yield is 0.370. (5) The reactants are [CH3:1][Si:2]([CH3:7])([CH3:6])[CH2:3][C:4]#[CH:5].[NH2:8][C:9]1[CH:16]=[CH:15][CH:14]=[C:13](Br)[C:10]=1[C:11]#[N:12]. The catalyst is C(N(CC)CC)C.[Cu]I.C1C=CC([P]([Pd]([P](C2C=CC=CC=2)(C2C=CC=CC=2)C2C=CC=CC=2)([P](C2C=CC=CC=2)(C2C=CC=CC=2)C2C=CC=CC=2)[P](C2C=CC=CC=2)(C2C=CC=CC=2)C2C=CC=CC=2)(C2C=CC=CC=2)C2C=CC=CC=2)=CC=1. The product is [NH2:8][C:9]1[CH:16]=[CH:15][CH:14]=[C:13]([C:5]#[C:4][CH2:3][Si:2]([CH3:7])([CH3:6])[CH3:1])[C:10]=1[C:11]#[N:12]. The yield is 0.630. (6) The reactants are [Br:1][C:2]1[N:3]=[C:4]([C:7]([OH:9])=O)[S:5][CH:6]=1.[C@@H:10]12[O:17][C@@H:14]([CH2:15][CH2:16]1)[CH2:13][NH:12][CH2:11]2.C(Cl)CCl.C(N(CC)CC)C. The catalyst is CN(C=O)C.C(OCC)(=O)C. The product is [CH:14]12[O:17][CH:10]([CH2:16][CH2:15]1)[CH2:11][N:12]([C:7]([C:4]1[S:5][CH:6]=[C:2]([Br:1])[N:3]=1)=[O:9])[CH2:13]2. The yield is 0.308. (7) The reactants are [OH:1][C:2]1[CH:3]=[C:4]([CH:7]=[CH:8][CH:9]=1)[CH:5]=[O:6].CN(C=O)C.C([O-])([O-])=O.[K+].[K+].[CH3:21][CH2:22][O:23][C:24]([CH3:26])=[O:25]. The catalyst is O. The product is [CH:5]([C:4]1[CH:3]=[C:2]([CH:9]=[CH:8][CH:7]=1)[O:1][CH2:26][C:24]([O:23][CH2:22][CH3:21])=[O:25])=[O:6]. The yield is 1.00. (8) The reactants are [Cl:1][C:2]1[CH:7]=[CH:6][C:5]([N:8]=[C:9]=[O:10])=[CH:4][CH:3]=1.C(OC(=O)[NH:17][CH2:18][C:19]1[CH:24]=[CH:23][C:22]([NH2:25])=[CH:21][CH:20]=1)(C)(C)C. The catalyst is ClCCl. The product is [NH2:17][CH2:18][C:19]1[CH:24]=[CH:23][C:22]([NH:25][C:9]([NH:8][C:5]2[CH:6]=[CH:7][C:2]([Cl:1])=[CH:3][CH:4]=2)=[O:10])=[CH:21][CH:20]=1. The yield is 0.340.